From a dataset of Merck oncology drug combination screen with 23,052 pairs across 39 cell lines. Regression. Given two drug SMILES strings and cell line genomic features, predict the synergy score measuring deviation from expected non-interaction effect. (1) Cell line: NCIH1650. Synergy scores: synergy=4.94. Drug 1: CN1C(=O)C=CC2(C)C3CCC4(C)C(NC(=O)OCC(F)(F)F)CCC4C3CCC12. Drug 2: COC1=C2CC(C)CC(OC)C(O)C(C)C=C(C)C(OC(N)=O)C(OC)C=CC=C(C)C(=O)NC(=CC1=O)C2=O. (2) Drug 1: O=C(CCCCCCC(=O)Nc1ccccc1)NO. Drug 2: Nc1ccn(C2OC(CO)C(O)C2(F)F)c(=O)n1. Cell line: A427. Synergy scores: synergy=-21.1. (3) Drug 1: Cc1nc(Nc2ncc(C(=O)Nc3c(C)cccc3Cl)s2)cc(N2CCN(CCO)CC2)n1. Drug 2: CCc1c2c(nc3ccc(O)cc13)-c1cc3c(c(=O)n1C2)COC(=O)C3(O)CC. Cell line: CAOV3. Synergy scores: synergy=20.1. (4) Drug 1: NC1(c2ccc(-c3nc4ccn5c(=O)[nH]nc5c4cc3-c3ccccc3)cc2)CCC1. Drug 2: Cn1cc(-c2cnn3c(N)c(Br)c(C4CCCNC4)nc23)cn1. Cell line: NCIH23. Synergy scores: synergy=14.4. (5) Drug 1: CS(=O)(=O)CCNCc1ccc(-c2ccc3ncnc(Nc4ccc(OCc5cccc(F)c5)c(Cl)c4)c3c2)o1. Drug 2: Cc1nc(Nc2ncc(C(=O)Nc3c(C)cccc3Cl)s2)cc(N2CCN(CCO)CC2)n1. Cell line: HT144. Synergy scores: synergy=-39.7. (6) Drug 1: C#Cc1cccc(Nc2ncnc3cc(OCCOC)c(OCCOC)cc23)c1. Drug 2: Cn1cc(-c2cnn3c(N)c(Br)c(C4CCCNC4)nc23)cn1. Cell line: VCAP. Synergy scores: synergy=24.7. (7) Drug 2: N#Cc1ccc(Cn2cncc2CN2CCN(c3cccc(Cl)c3)C(=O)C2)cc1. Synergy scores: synergy=-1.22. Drug 1: O=P1(N(CCCl)CCCl)NCCCO1. Cell line: NCIH460. (8) Drug 1: CC(=O)OC1C(=O)C2(C)C(O)CC3OCC3(OC(C)=O)C2C(OC(=O)c2ccccc2)C2(O)CC(OC(=O)C(O)C(NC(=O)c3ccccc3)c3ccccc3)C(C)=C1C2(C)C. Drug 2: Cc1nc(Nc2ncc(C(=O)Nc3c(C)cccc3Cl)s2)cc(N2CCN(CCO)CC2)n1. Cell line: SW837. Synergy scores: synergy=26.5.